Dataset: hERG potassium channel inhibition data for cardiac toxicity prediction from Karim et al.. Task: Regression/Classification. Given a drug SMILES string, predict its toxicity properties. Task type varies by dataset: regression for continuous values (e.g., LD50, hERG inhibition percentage) or binary classification for toxic/non-toxic outcomes (e.g., AMES mutagenicity, cardiotoxicity, hepatotoxicity). Dataset: herg_karim. (1) The drug is Cc1noc(C)c1S(=O)(=O)NCCN1CC2CN(CCOc3ccc(C#N)cc3F)CC(C1)O2. The result is 0 (non-blocker). (2) The drug is CCOC[C@H](Oc1ncnc2c1cnn2-c1ccccc1Cl)C(=O)Nc1cnc(C)cn1. The result is 0 (non-blocker). (3) The compound is CCc1cc(N2CCN(CCc3ccc(OCCCN4CCCCCC4)cc3)CC2)c2nc(CCC(=O)O)ccc2c1. The result is 0 (non-blocker).